From a dataset of Catalyst prediction with 721,799 reactions and 888 catalyst types from USPTO. Predict which catalyst facilitates the given reaction. (1) Reactant: [CH2:1]([O:8][C:9]([NH:11][CH2:12][CH2:13][C:14]([OH:16])=O)=[O:10])[C:2]1[CH:7]=[CH:6][CH:5]=[CH:4][CH:3]=1.[CH3:17][C:18]1(C)[O:23]C(=O)C[C:20](=O)[O:19]1.C(N(CC)CC)C.C(P(=O)(OCC)OCC)#N. Product: [CH2:1]([O:8][C:9]([NH:11][CH2:12][CH2:13][C:14](=[O:16])[CH2:17][C:18]([O:19][CH3:20])=[O:23])=[O:10])[C:2]1[CH:3]=[CH:4][CH:5]=[CH:6][CH:7]=1. The catalyst class is: 2. (2) Reactant: [CH2:1]([O:8][CH2:9][C@H:10]1[O:15][C@@H:14]([O:16][CH2:17][C@H:18]2[O:24][C@H:22]([OH:23])[C@H:21]([NH:25][C:26](=[O:48])[CH2:27][C@H:28]([O:40][CH2:41][C:42]3[CH:47]=[CH:46][CH:45]=[CH:44][CH:43]=3)[CH2:29][CH2:30][CH2:31][CH2:32][CH2:33][CH2:34][CH2:35][CH2:36][CH2:37][CH2:38][CH3:39])[C@@H:20]([O:49][C:50](=[O:72])[CH2:51][C@H:52]([O:64][CH2:65][C:66]3[CH:71]=[CH:70][CH:69]=[CH:68][CH:67]=3)[CH2:53][CH2:54][CH2:55][CH2:56][CH2:57][CH2:58][CH2:59][CH2:60][CH2:61][CH2:62][CH3:63])[C@@H:19]2[O:73][CH2:74][C:75]2[CH:80]=[CH:79][CH:78]=[CH:77][CH:76]=2)[C@H:13]([NH:81][C:82](=[O:110])[CH2:83][C@H:84]([O:96][C:97](=[O:109])[CH2:98][CH2:99][CH2:100][CH2:101][CH2:102][CH2:103][CH2:104][CH2:105][CH2:106][CH2:107][CH3:108])[CH2:85][CH2:86][CH2:87][CH2:88][CH2:89][CH2:90][CH2:91][CH2:92][CH2:93][CH2:94][CH3:95])[C@@H:12]([O:111][C:112](=[O:142])[CH2:113][C@H:114]([O:126][C:127](=[O:141])[CH2:128][CH2:129][CH2:130][CH2:131][CH2:132][CH2:133][CH2:134][CH2:135][CH2:136][CH2:137][CH2:138][CH2:139][CH3:140])[CH2:115][CH2:116][CH2:117][CH2:118][CH2:119][CH2:120][CH2:121][CH2:122][CH2:123][CH2:124][CH3:125])[C@@H:11]1[O:143][P:144]1(=[O:155])[O:150][CH2:149][C:148]2[CH:151]=[CH:152][CH:153]=[CH:154][C:147]=2[CH2:146][O:145]1)[C:2]1[CH:7]=[CH:6][CH:5]=[CH:4][CH:3]=1.[O:156]([CH2:186][C:187]1[CH:192]=[CH:191][CH:190]=[CH:189][CH:188]=1)[P:157](O[P:157]([O:158][CH2:159][C:160]1[CH:165]=[CH:164][CH:163]=[CH:162][CH:161]=1)([O:156][CH2:186][C:187]1[CH:192]=[CH:191][CH:190]=[CH:189][CH:188]=1)=[O:166])(=[O:166])[O:158][CH2:159][C:160]1[CH:165]=[CH:164][CH:163]=[CH:162][CH:161]=1.C[Si]([N-][Si](C)(C)C)(C)C.[Li+]. Product: [CH2:186]([O:156][P:157]([C@@:22]1([O:24][C@H:18]([CH2:17][O:16][C@@H:14]2[O:15][C@H:10]([CH2:9][O:8][CH2:1][C:2]3[CH:3]=[CH:4][CH:5]=[CH:6][CH:7]=3)[C@@H:11]([O:143][P:144]3(=[O:155])[O:145][CH2:146][C:147]4[CH:154]=[CH:153][CH:152]=[CH:151][C:148]=4[CH2:149][O:150]3)[C@H:12]([O:111][C:112](=[O:142])[CH2:113][C@H:114]([O:126][C:127](=[O:141])[CH2:128][CH2:129][CH2:130][CH2:131][CH2:132][CH2:133][CH2:134][CH2:135][CH2:136][CH2:137][CH2:138][CH2:139][CH3:140])[CH2:115][CH2:116][CH2:117][CH2:118][CH2:119][CH2:120][CH2:121][CH2:122][CH2:123][CH2:124][CH3:125])[C@H:13]2[NH:81][C:82](=[O:110])[CH2:83][C@H:84]([O:96][C:97](=[O:109])[CH2:98][CH2:99][CH2:100][CH2:101][CH2:102][CH2:103][CH2:104][CH2:105][CH2:106][CH2:107][CH3:108])[CH2:85][CH2:86][CH2:87][CH2:88][CH2:89][CH2:90][CH2:91][CH2:92][CH2:93][CH2:94][CH3:95])[C@@H:19]([O:73][CH2:74][C:75]2[CH:80]=[CH:79][CH:78]=[CH:77][CH:76]=2)[C@H:20]([O:49][C:50](=[O:72])[CH2:51][C@H:52]([O:64][CH2:65][C:66]2[CH:67]=[CH:68][CH:69]=[CH:70][CH:71]=2)[CH2:53][CH2:54][CH2:55][CH2:56][CH2:57][CH2:58][CH2:59][CH2:60][CH2:61][CH2:62][CH3:63])[C@H:21]1[NH:25][C:26](=[O:48])[CH2:27][C@H:28]([O:40][CH2:41][C:42]1[CH:43]=[CH:44][CH:45]=[CH:46][CH:47]=1)[CH2:29][CH2:30][CH2:31][CH2:32][CH2:33][CH2:34][CH2:35][CH2:36][CH2:37][CH2:38][CH3:39])[OH:23])([O:158][CH2:159][C:160]1[CH:165]=[CH:164][CH:163]=[CH:162][CH:161]=1)=[O:166])[C:187]1[CH:188]=[CH:189][CH:190]=[CH:191][CH:192]=1. The catalyst class is: 1. (3) Reactant: [Cl:1][C:2]1[CH:7]=[C:6]([Cl:8])[CH:5]=[CH:4][C:3]=1[NH:9][C:10]1[NH:14][C:13]2[C:15]([N:20]([CH2:23][CH3:24])[CH2:21][CH3:22])=[CH:16][CH:17]=[C:18]([F:19])[C:12]=2[N:11]=1.Br[CH2:26][CH2:27][CH2:28]Br.C(=O)([O-])[O-].[K+].[K+].C(OCC)(=O)C. Product: [Cl:1][C:2]1[CH:7]=[C:6]([Cl:8])[CH:5]=[CH:4][C:3]=1[N:9]1[C:10]2=[N:11][C:12]3[C:13](=[C:15]([N:20]([CH2:23][CH3:24])[CH2:21][CH3:22])[CH:16]=[CH:17][C:18]=3[F:19])[N:14]2[CH2:28][CH2:27][CH2:26]1. The catalyst class is: 9. (4) Reactant: [CH3:1][O:2][C:3]1[C:8]2[N:9]=[C:10]([NH2:12])[S:11][C:7]=2[C:6]([NH:13][CH3:14])=[CH:5][CH:4]=1.C(=O)([O-])[O-].[K+].[K+].[CH3:21][O:22][C:23]1[CH:30]=[CH:29][C:26]([CH2:27]Cl)=[CH:25][CH:24]=1.[F:31][C:32]1[CH:40]=[CH:39][C:35]([C:36](O)=[O:37])=[CH:34][CH:33]=1.CN(C(ON1N=NC2C=CC=NC1=2)=[N+](C)C)C.F[P-](F)(F)(F)(F)F.C(N(C(C)C)C(C)C)C. Product: [F:31][C:32]1[CH:40]=[CH:39][C:35]([C:36]([NH:12][C:10]2[S:11][C:7]3[C:6]([N:13]([CH2:27][C:26]4[CH:29]=[CH:30][C:23]([O:22][CH3:21])=[CH:24][CH:25]=4)[CH3:14])=[CH:5][CH:4]=[C:3]([O:2][CH3:1])[C:8]=3[N:9]=2)=[O:37])=[CH:34][CH:33]=1. The catalyst class is: 198. (5) The catalyst class is: 28. Reactant: C([O:3][C:4](=O)[C:5]([CH3:11])([CH3:10])[CH2:6][CH2:7][CH2:8][Br:9])C.[H-].[H-].[H-].[H-].[Li+].[Al+3]. Product: [Br:9][CH2:8][CH2:7][CH2:6][C:5]([CH3:11])([CH3:10])[CH2:4][OH:3].